From a dataset of Forward reaction prediction with 1.9M reactions from USPTO patents (1976-2016). Predict the product of the given reaction. (1) Given the reactants [CH2:1]([C@@H:8]1[CH2:12][O:11][C:10](=[O:13])[N:9]1[C:14](=[O:24])/[CH:15]=[CH:16]/[C:17]1[CH:22]=[CH:21][C:20]([Cl:23])=[CH:19][CH:18]=1)[C:2]1[CH:7]=[CH:6][CH:5]=[CH:4][CH:3]=1.[CH2:25]([N:32]([CH2:36][Si](C)(C)C)[CH2:33]OC)[C:26]1[CH:31]=[CH:30][CH:29]=[CH:28][CH:27]=1.FC(F)(F)C(O)=O.C(=O)([O-])O.[Na+], predict the reaction product. The product is: [CH2:1]([C@@H:8]1[CH2:12][O:11][C:10](=[O:13])[N:9]1[C:14]([C@H:15]1[C@H:16]([C:17]2[CH:22]=[CH:21][C:20]([Cl:23])=[CH:19][CH:18]=2)[CH2:36][N:32]([CH2:25][C:26]2[CH:31]=[CH:30][CH:29]=[CH:28][CH:27]=2)[CH2:33]1)=[O:24])[C:2]1[CH:7]=[CH:6][CH:5]=[CH:4][CH:3]=1.[CH2:1]([C@@H:8]1[CH2:12][O:11][C:10](=[O:13])[N:9]1[C:14]([C@@H:15]1[C@@H:16]([C:17]2[CH:22]=[CH:21][C:20]([Cl:23])=[CH:19][CH:18]=2)[CH2:36][N:32]([CH2:25][C:26]2[CH:31]=[CH:30][CH:29]=[CH:28][CH:27]=2)[CH2:33]1)=[O:24])[C:2]1[CH:7]=[CH:6][CH:5]=[CH:4][CH:3]=1. (2) Given the reactants [Cl-].O[NH3+:3].[C:4](=[O:7])([O-])[OH:5].[Na+].CS(C)=O.[OH:13][C:14]1([CH:48]2[CH2:53][CH2:52][O:51][CH2:50][CH2:49]2)[CH2:19][CH2:18][CH:17]([N:20]2[C:25](=[O:26])[C:24]([CH2:27][C:28]3[CH:33]=[CH:32][C:31]([C:34]4[C:35]([C:40]#[N:41])=[CH:36][CH:37]=[CH:38][CH:39]=4)=[CH:30][CH:29]=3)=[C:23]([CH2:42][CH2:43][CH3:44])[N:22]3[N:45]=[CH:46][N:47]=[C:21]23)[CH2:16][CH2:15]1, predict the reaction product. The product is: [OH:13][C:14]1([CH:48]2[CH2:49][CH2:50][O:51][CH2:52][CH2:53]2)[CH2:15][CH2:16][CH:17]([N:20]2[C:25](=[O:26])[C:24]([CH2:27][C:28]3[CH:29]=[CH:30][C:31]([C:34]4[CH:39]=[CH:38][CH:37]=[CH:36][C:35]=4[C:40]4[NH:3][C:4](=[O:7])[O:5][N:41]=4)=[CH:32][CH:33]=3)=[C:23]([CH2:42][CH2:43][CH3:44])[N:22]3[N:45]=[CH:46][N:47]=[C:21]23)[CH2:18][CH2:19]1.